Dataset: Full USPTO retrosynthesis dataset with 1.9M reactions from patents (1976-2016). Task: Predict the reactants needed to synthesize the given product. (1) Given the product [F:34][C:32]([F:33])([F:35])[C:28]1[CH:27]=[C:26]([C:15]([C:16]2[CH:21]=[CH:20][CH:19]=[C:18]([C:22]([F:24])([F:25])[F:23])[CH:17]=2)=[CH:14][CH2:13][S:12][C:9]2[CH:10]=[CH:11][C:6]([O:5][CH2:4][C:3]([OH:37])=[O:2])=[C:7]([CH3:36])[CH:8]=2)[CH:31]=[CH:30][CH:29]=1, predict the reactants needed to synthesize it. The reactants are: C[O:2][C:3](=[O:37])[CH2:4][O:5][C:6]1[CH:11]=[CH:10][C:9]([S:12][CH2:13][CH:14]=[C:15]([C:26]2[CH:31]=[CH:30][CH:29]=[C:28]([C:32]([F:35])([F:34])[F:33])[CH:27]=2)[C:16]2[CH:21]=[CH:20][CH:19]=[C:18]([C:22]([F:25])([F:24])[F:23])[CH:17]=2)=[CH:8][C:7]=1[CH3:36].C(O)C.Cl. (2) Given the product [F:1][C:2]1([F:24])[CH2:7][CH2:6][CH:5]([CH2:8][NH:9][C:10]([C:12]2[C:13]3[CH:14]=[CH:15][C:16]([C:27]#[C:26][CH2:25][OH:28])=[N:17][C:18]=3[CH:19]=[CH:20][C:21]=2[Cl:22])=[O:11])[CH2:4][CH2:3]1, predict the reactants needed to synthesize it. The reactants are: [F:1][C:2]1([F:24])[CH2:7][CH2:6][CH:5]([CH2:8][NH:9][C:10]([C:12]2[C:13]3[CH:14]=[CH:15][C:16](Cl)=[N:17][C:18]=3[CH:19]=[CH:20][C:21]=2[Cl:22])=[O:11])[CH2:4][CH2:3]1.[CH2:25]([OH:28])[C:26]#[CH:27]. (3) Given the product [C:1]([O:5][C:6]([NH:8][CH2:9][C@H:10]([NH:15][S:16]([C:19]1[C:31]([CH3:32])=[CH:30][C:22]([O:23][CH2:24][CH2:25][CH2:26][C:27](=[O:28])[NH:49][CH2:50][CH2:51][NH:52][C:53]([O:54][CH2:55][C:56]2[CH:57]=[CH:58][CH:59]=[CH:60][CH:61]=2)=[O:62])=[CH:21][C:20]=1[CH3:33])(=[O:18])=[O:17])[C:11]([O:13][CH3:14])=[O:12])=[O:7])([CH3:2])([CH3:3])[CH3:4], predict the reactants needed to synthesize it. The reactants are: [C:1]([O:5][C:6]([NH:8][CH2:9][CH:10]([NH:15][S:16]([C:19]1[C:31]([CH3:32])=[CH:30][C:22]([O:23][CH2:24][CH2:25][CH2:26][C:27](O)=[O:28])=[CH:21][C:20]=1[CH3:33])(=[O:18])=[O:17])[C:11]([O:13][CH3:14])=[O:12])=[O:7])([CH3:4])([CH3:3])[CH3:2].CN1CCOCC1.CC(C)(C)C(Cl)=O.Cl.[NH2:49][CH2:50][CH2:51][NH:52][C:53](=[O:62])[O:54][CH2:55][C:56]1[CH:61]=[CH:60][CH:59]=[CH:58][CH:57]=1. (4) Given the product [OH:6][N:7]1[C:12](=[O:13])[C:11]2[O:14][C:15]3[CH:20]=[CH:19][CH:18]=[CH:17][C:16]=3[C:10]=2[N:9]([CH2:30][C:29]#[CH:28])[C:8]1=[O:21], predict the reactants needed to synthesize it. The reactants are: COC1C=C(OC)C=CC=1C[O:6][N:7]1[C:12](=[O:13])[C:11]2[O:14][C:15]3[CH:20]=[CH:19][CH:18]=[CH:17][C:16]=3[C:10]=2[NH:9][C:8]1=[O:21].[CH2:28](Br)[C:29]#[CH:30]. (5) Given the product [CH3:1][O:2][C:3]1[CH:4]=[C:5]([N:6]([CH2:11][C:12]([C:14]2[CH:19]=[CH:18][C:17]([OH:20])=[C:16]([OH:21])[C:23]=2[OH:26])=[O:13])[CH2:11][C:12]([C:14]2[CH:19]=[CH:18][C:17]([OH:20])=[C:16]([OH:21])[C:15]=2[OH:22])=[O:13])[CH:7]=[CH:8][CH:9]=1, predict the reactants needed to synthesize it. The reactants are: [CH3:1][O:2][C:3]1[CH:4]=[C:5]([CH:7]=[CH:8][CH:9]=1)[NH2:6].Br[CH2:11][C:12]([C:14]1[CH:19]=[CH:18][C:17]([OH:20])=[C:16]([OH:21])[C:15]=1[OH:22])=[O:13].[C:23](=[O:26])(O)[O-].[Na+]. (6) Given the product [F:1][C:2]1[CH:7]=[CH:6][C:5]([N:8]2[C:12]([C:13]3[N:14]=[CH:15][N:16]([C:18]4[N:19]=[CH:20][C:21]([C:22]([N:39]5[CH2:40][C:37]6([CH2:34][O:35][CH2:36]6)[CH2:38]5)=[O:23])=[CH:25][CH:26]=4)[CH:17]=3)=[C:11]([CH3:27])[N:10]=[N:9]2)=[CH:4][CH:3]=1, predict the reactants needed to synthesize it. The reactants are: [F:1][C:2]1[CH:7]=[CH:6][C:5]([N:8]2[C:12]([C:13]3[N:14]=[CH:15][N:16]([C:18]4[CH:26]=[CH:25][C:21]([C:22](O)=[O:23])=[CH:20][N:19]=4)[CH:17]=3)=[C:11]([CH3:27])[N:10]=[N:9]2)=[CH:4][CH:3]=1.C([O-])(=O)C([O-])=O.[CH2:34]1[C:37]2([CH2:40][NH2+:39][CH2:38]2)[CH2:36][O:35]1.[CH2:34]1[C:37]2([CH2:40][NH2+:39][CH2:38]2)[CH2:36][O:35]1.